From a dataset of Full USPTO retrosynthesis dataset with 1.9M reactions from patents (1976-2016). Predict the reactants needed to synthesize the given product. (1) The reactants are: C(OC([N:8]1[CH2:13][CH2:12][CH:11]([NH:14][C:15]2[C:24]3[C:19](=[CH:20][C:21]([Cl:25])=[CH:22][CH:23]=3)[N:18]=[CH:17][N:16]=2)[CH2:10][CH2:9]1)=O)(C)(C)C. Given the product [ClH:25].[ClH:25].[Cl:25][C:21]1[CH:20]=[C:19]2[C:24]([C:15]([NH:14][CH:11]3[CH2:12][CH2:13][NH:8][CH2:9][CH2:10]3)=[N:16][CH:17]=[N:18]2)=[CH:23][CH:22]=1, predict the reactants needed to synthesize it. (2) Given the product [Cl:25][C:26]1[N:30]2[CH:31]=[C:32]([C:39]3[CH:43]=[CH:42][O:41][CH:40]=3)[CH:33]=[C:34]([C:35]([F:37])([F:38])[F:36])[C:29]2=[N:28][C:27]=1[C:44]([N:59]1[CH2:60][CH2:61][CH:57]([C:51]2[CH:52]=[CH:53][C:54]([O:55][CH3:56])=[C:49]([O:48][CH3:47])[CH:50]=2)[CH2:58]1)=[O:45], predict the reactants needed to synthesize it. The reactants are: CN(C(ON1N=NC2C=CC=NC1=2)=[N+](C)C)C.F[P-](F)(F)(F)(F)F.[Cl:25][C:26]1[N:30]2[CH:31]=[C:32]([C:39]3[CH:43]=[CH:42][O:41][CH:40]=3)[CH:33]=[C:34]([C:35]([F:38])([F:37])[F:36])[C:29]2=[N:28][C:27]=1[C:44](O)=[O:45].[CH3:47][O:48][C:49]1[CH:50]=[C:51]([CH:57]2[CH2:61][CH2:60][NH:59][CH2:58]2)[CH:52]=[CH:53][C:54]=1[O:55][CH3:56]. (3) Given the product [CH3:23][O:22][C:19]1[CH:18]=[CH:17][C:16]([CH2:15][N:13]2[N:12]=[N:11][C:10]([C:6]3[CH:5]=[C:4]([CH:9]=[CH:8][CH:7]=3)[C:3]([OH:24])=[O:2])=[N:14]2)=[CH:21][CH:20]=1, predict the reactants needed to synthesize it. The reactants are: C[O:2][C:3](=[O:24])[C:4]1[CH:9]=[CH:8][CH:7]=[C:6]([C:10]2[N:11]=[N:12][N:13]([CH2:15][C:16]3[CH:21]=[CH:20][C:19]([O:22][CH3:23])=[CH:18][CH:17]=3)[N:14]=2)[CH:5]=1.O.[OH-].[Li+]. (4) Given the product [F:1][C:2]1[CH:3]=[CH:4][C:5]([CH:8]([OH:26])[CH:9]([CH2:15][C:16]2[CH:21]=[CH:20][CH:19]=[C:18]([C:22]([F:24])([F:25])[F:23])[CH:17]=2)[C:10]([OH:12])=[O:11])=[CH:6][CH:7]=1, predict the reactants needed to synthesize it. The reactants are: [F:1][C:2]1[CH:7]=[CH:6][C:5]([CH:8]([OH:26])[CH:9]([CH2:15][C:16]2[CH:21]=[CH:20][CH:19]=[C:18]([C:22]([F:25])([F:24])[F:23])[CH:17]=2)[C:10]([O:12]CC)=[O:11])=[CH:4][CH:3]=1.[OH-].[Na+].Cl.